Dataset: Forward reaction prediction with 1.9M reactions from USPTO patents (1976-2016). Task: Predict the product of the given reaction. (1) Given the reactants OCC[CH2:4][CH2:5][CH2:6][CH2:7][CH2:8][CH2:9][NH:10][C:11]([C:13]1[CH:14]=[C:15]([S:19]([C:22]2[CH:23]=[C:24]3[C:29](=[C:30]([CH3:32])[CH:31]=2)[N:28]=[CH:27][C:26]([C:33]([NH2:35])=[O:34])=[C:25]3[NH:36][C:37]2[CH:42]=[CH:41][CH:40]=[C:39]([O:43][CH3:44])[CH:38]=2)(=[O:21])=[O:20])[CH:16]=[CH:17][CH:18]=1)=[O:12].NC1C=CC([C:52]#[C:53][CH2:54][CH2:55][CH2:56][OH:57])=CC=1, predict the reaction product. The product is: [OH:57][CH2:56][CH2:55][CH2:54][C:53]#[C:52][C:6]1[CH:5]=[CH:4][C:9]([NH:10][C:11]([C:13]2[CH:14]=[C:15]([S:19]([C:22]3[CH:23]=[C:24]4[C:29](=[C:30]([CH3:32])[CH:31]=3)[N:28]=[CH:27][C:26]([C:33]([NH2:35])=[O:34])=[C:25]4[NH:36][C:37]3[CH:42]=[CH:41][CH:40]=[C:39]([O:43][CH3:44])[CH:38]=3)(=[O:20])=[O:21])[CH:16]=[CH:17][CH:18]=2)=[O:12])=[CH:8][CH:7]=1. (2) Given the reactants [C:1]1([C:20]2[CH:25]=[CH:24][CH:23]=[CH:22][CH:21]=2)[CH:6]=[CH:5][C:4]([NH:7][C:8]2[CH:13]=[CH:12][C:11]([C:14]3[CH:19]=[CH:18][CH:17]=[CH:16][CH:15]=3)=[CH:10][CH:9]=2)=[CH:3][CH:2]=1.I[C:27]1[CH:32]=[CH:31][C:30]([C:33]2[CH:38]=[CH:37][C:36](I)=[CH:35][CH:34]=2)=[CH:29][CH:28]=1.C(=O)([O-])[O-].[K+].[K+].[CH2:46]([C:58]1[CH:63]=[CH:62][CH:61]=[CH:60][CH:59]=1)[CH2:47][CH2:48][CH2:49][CH2:50][CH2:51]CCCCCC, predict the reaction product. The product is: [C:11]1([C:14]2[CH:19]=[CH:18][CH:17]=[CH:16][CH:15]=2)[CH:12]=[CH:13][C:8]([N:7]([C:61]2[CH:60]=[CH:59][C:58]([C:46]3[CH:47]=[CH:48][CH:49]=[CH:50][CH:51]=3)=[CH:63][CH:62]=2)[C:4]2[CH:3]=[CH:2][C:1]([C:20]3[CH:21]=[CH:22][C:23]([N:7]([C:4]4[CH:3]=[CH:2][C:1]([C:20]5[CH:25]=[CH:24][CH:23]=[CH:22][CH:21]=5)=[CH:6][CH:5]=4)[C:27]4[CH:32]=[CH:31][C:30]([C:33]5[CH:38]=[CH:37][CH:36]=[CH:35][CH:34]=5)=[CH:29][CH:28]=4)=[CH:24][CH:25]=3)=[CH:6][CH:5]=2)=[CH:9][CH:10]=1. (3) Given the reactants [CH3:1][C:2]([C:5]1[CH:10]=[C:9]([CH2:11]Br)[CH:8]=[C:7]([C:13]([CH3:16])([CH3:15])[CH3:14])[C:6]=1[OH:17])([CH3:4])[CH3:3].C(=O)([O-])[O-].[K+].[K+].[N+:24]([C:27]1[CH:32]=[CH:31][C:30]([N:33]2[CH2:38][CH2:37][NH:36][CH2:35][CH2:34]2)=[CH:29][CH:28]=1)([O-:26])=[O:25], predict the reaction product. The product is: [CH3:1][C:2]([C:5]1[CH:10]=[C:9]([CH2:11][N:36]2[CH2:37][CH2:38][N:33]([C:30]3[CH:29]=[CH:28][C:27]([N+:24]([O-:26])=[O:25])=[CH:32][CH:31]=3)[CH2:34][CH2:35]2)[CH:8]=[C:7]([C:13]([CH3:16])([CH3:15])[CH3:14])[C:6]=1[OH:17])([CH3:4])[CH3:3]. (4) Given the reactants [Cl:1][C:2]1[CH:3]=[C:4]2[CH:10]=[CH:9][N:8]([C:11]3[N:15]([CH3:16])[N:14]=[C:13]([CH3:17])[C:12]=3/[CH:18]=[CH:19]/[C:20]([NH:22][S:23]([C:26]3[CH:31]=[CH:30][C:29]([CH3:32])=[CH:28][C:27]=3[O:33]C)(=[O:25])=[O:24])=[O:21])[C:5]2=[N:6][CH:7]=1.B(Br)(Br)Br, predict the reaction product. The product is: [Cl:1][C:2]1[CH:3]=[C:4]2[CH:10]=[CH:9][N:8]([C:11]3[N:15]([CH3:16])[N:14]=[C:13]([CH3:17])[C:12]=3/[CH:18]=[CH:19]/[C:20]([NH:22][S:23]([C:26]3[CH:31]=[CH:30][C:29]([CH3:32])=[CH:28][C:27]=3[OH:33])(=[O:25])=[O:24])=[O:21])[C:5]2=[N:6][CH:7]=1.